From a dataset of Forward reaction prediction with 1.9M reactions from USPTO patents (1976-2016). Predict the product of the given reaction. (1) Given the reactants [I:1][C:2]1[C:10]2[C:9]([O:11][CH3:12])=[N:8][CH:7]=[N:6][C:5]=2[NH:4][CH:3]=1.CN(C)C=O.[H-].[Na+].Cl[Si:21]([CH:28]([CH3:30])[CH3:29])([CH:25]([CH3:27])[CH3:26])[CH:22]([CH3:24])[CH3:23], predict the reaction product. The product is: [I:1][C:2]1[C:10]2[C:9]([O:11][CH3:12])=[N:8][CH:7]=[N:6][C:5]=2[N:4]([Si:21]([CH:28]([CH3:30])[CH3:29])([CH:25]([CH3:27])[CH3:26])[CH:22]([CH3:24])[CH3:23])[CH:3]=1. (2) Given the reactants [CH3:1][NH:2][CH2:3][C:4]1[C:12]2[C:7](=[CH:8][CH:9]=[CH:10][CH:11]=2)[NH:6][C:5]=1[CH3:13].[CH3:14][N:15]1[CH2:21][C:20]2[CH:22]=[C:23]([CH:26]=[CH:27][C:28](O)=[O:29])[CH:24]=[N:25][C:19]=2[NH:18][C:17](=[O:31])[CH2:16]1, predict the reaction product. The product is: [CH3:1][N:2]([CH2:3][C:4]1[C:12]2[C:7](=[CH:8][CH:9]=[CH:10][CH:11]=2)[NH:6][C:5]=1[CH3:13])[C:28](=[O:29])/[CH:27]=[CH:26]/[C:23]1[CH:24]=[N:25][C:19]2[NH:18][C:17](=[O:31])[CH2:16][N:15]([CH3:14])[CH2:21][C:20]=2[CH:22]=1.